From a dataset of Catalyst prediction with 721,799 reactions and 888 catalyst types from USPTO. Predict which catalyst facilitates the given reaction. (1) Reactant: [NH2:1][C:2]1[C:3]2[C:10]([CH3:11])=[CH:9][N:8]([C@@H:12]3[O:16][C@@:15]([CH2:19]O)([CH:17]=[O:18])[C@@H:14]([O:21][Si:22]([C:25]([CH3:28])([CH3:27])[CH3:26])([CH3:24])[CH3:23])[CH2:13]3)[C:4]=2[N:5]=[CH:6][N:7]=1.[C:29]([O-])([O-])=O.[K+].[K+].[N+](=C(P(=O)(OC)OC)C(=O)C)=[N-]. Product: [NH2:1][C:2]1[C:3]2[C:10]([CH3:11])=[CH:9][N:8]([C@@H:12]3[O:16][C@@:15]([CH2:17][OH:18])([C:19]#[CH:29])[C@@H:14]([O:21][Si:22]([C:25]([CH3:27])([CH3:28])[CH3:26])([CH3:24])[CH3:23])[CH2:13]3)[C:4]=2[N:5]=[CH:6][N:7]=1. The catalyst class is: 5. (2) Reactant: C([N:14]1C[CH:16]([O:18][CH:19]([C:28]2C=CC(Cl)=CC=2)C2C=CC(Cl)=CC=2Cl)[CH2:15]1)(C1C=CC=CC=1)C1C=CC=CC=1.Cl[CH:36]([O:38]C(Cl)=O)C. Product: [C:16]([O:18][CH2:19][CH3:28])(=[O:38])[CH3:15].[CH3:36][OH:38].[OH-:18].[NH4+:14]. The catalyst class is: 4. (3) Reactant: [F:1][C:2]1[CH:3]=[C:4]2[C:8](=[CH:9][C:10]=1[O:11][CH3:12])[NH:7][C:6]([C:13]1[CH:18]=[CH:17][CH:16]=[CH:15][CH:14]=1)=[C:5]2[CH2:19][C:20]1[N:25]=[C:24]([C:26]([OH:28])=O)[CH:23]=[CH:22][CH:21]=1.C(N1C=CN=C1)([N:31]1C=CN=C1)=O.N.O. Product: [F:1][C:2]1[CH:3]=[C:4]2[C:8](=[CH:9][C:10]=1[O:11][CH3:12])[NH:7][C:6]([C:13]1[CH:18]=[CH:17][CH:16]=[CH:15][CH:14]=1)=[C:5]2[CH2:19][C:20]1[N:25]=[C:24]([C:26]([NH2:31])=[O:28])[CH:23]=[CH:22][CH:21]=1. The catalyst class is: 7. (4) Reactant: [N:1]1[N:2]([C:6]2[CH:7]=[C:8]([NH:12][C:13]3[C:18]([C:19]([NH2:21])=[O:20])=[CH:17][N:16]=[C:15](SC)[N:14]=3)[CH:9]=[CH:10][CH:11]=2)[N:3]=[CH:4][CH:5]=1.C1C=C(Cl)C=C(C(OO)=O)C=1.CCN(C(C)C)C(C)C.Cl.[NH2:45][C@H:46]1[CH2:51][CH2:50][CH2:49][CH2:48][C@H:47]1[OH:52]. Product: [N:1]1[N:2]([C:6]2[CH:7]=[C:8]([NH:12][C:13]3[C:18]([C:19]([NH2:21])=[O:20])=[CH:17][N:16]=[C:15]([NH:45][C@@H:46]4[CH2:51][CH2:50][CH2:49][CH2:48][C@@H:47]4[OH:52])[N:14]=3)[CH:9]=[CH:10][CH:11]=2)[N:3]=[CH:4][CH:5]=1. The catalyst class is: 296.